From a dataset of Forward reaction prediction with 1.9M reactions from USPTO patents (1976-2016). Predict the product of the given reaction. (1) Given the reactants [NH:1]([C:8]([CH:10]1[C:18]2[N:17]([CH3:19])[N:16]=[C:15]([C:20]([O:22][CH2:23][CH3:24])=[O:21])[C:14]=2[CH2:13][CH2:12][C:11]1=O)=S)[C:2]1[CH:7]=[CH:6][CH:5]=[CH:4][CH:3]=1.O.[NH2:27][NH2:28], predict the reaction product. The product is: [NH:1]([C:8]1[C:10]2[C:18]3[N:17]([CH3:19])[N:16]=[C:15]([C:20]([O:22][CH2:23][CH3:24])=[O:21])[C:14]=3[CH2:13][CH2:12][C:11]=2[NH:28][N:27]=1)[C:2]1[CH:7]=[CH:6][CH:5]=[CH:4][CH:3]=1. (2) Given the reactants [CH:1]1([C:4]2[CH:5]=[C:6]([CH:11]=[CH:12][C:13]=2[C:14]([F:17])([F:16])[F:15])[C:7](OC)=[O:8])[CH2:3][CH2:2]1.[BH4-].[Li+].Cl, predict the reaction product. The product is: [CH:1]1([C:4]2[CH:5]=[C:6]([CH2:7][OH:8])[CH:11]=[CH:12][C:13]=2[C:14]([F:16])([F:17])[F:15])[CH2:2][CH2:3]1. (3) The product is: [CH3:32][CH:33]([CH3:36])[C:34]#[C:35][C:2]1[CH:23]=[CH:22][C:5]([C:6]([NH:8][S:9]([C:12]2[CH:17]=[CH:16][CH:15]=[CH:14][C:13]=2[S:18](=[O:21])(=[O:20])[NH2:19])(=[O:11])=[O:10])=[O:7])=[CH:4][C:3]=1[O:24][CH2:25][CH2:26][CH2:27][C:28]([F:31])([F:30])[F:29]. Given the reactants Br[C:2]1[CH:23]=[CH:22][C:5]([C:6]([NH:8][S:9]([C:12]2[CH:17]=[CH:16][CH:15]=[CH:14][C:13]=2[S:18](=[O:21])(=[O:20])[NH2:19])(=[O:11])=[O:10])=[O:7])=[CH:4][C:3]=1[O:24][CH2:25][CH2:26][CH2:27][C:28]([F:31])([F:30])[F:29].[CH3:32][CH:33]([CH3:36])[C:34]#[CH:35], predict the reaction product. (4) The product is: [OH:1][C:2]1[CH:3]=[C:4]([CH:9]=[C:10]([OH:13])[C:11]=1[OH:12])[C:5]([O:7][CH2:8][CH2:14][CH2:15][CH3:16])=[O:6]. Given the reactants [OH:1][C:2]1[CH:3]=[C:4]([CH:9]=[C:10]([OH:13])[C:11]=1[OH:12])[C:5]([O:7][CH3:8])=[O:6].[CH2:14](O)[CH2:15][CH2:16]C, predict the reaction product. (5) Given the reactants C(OC(=O)[NH:7][CH2:8][C:9](=[O:18])[N:10]([CH3:17])[C:11]1[CH:16]=[CH:15][N:14]=[CH:13][CH:12]=1)(C)(C)C.[C:20]([OH:26])([C:22]([F:25])([F:24])[F:23])=[O:21], predict the reaction product. The product is: [F:23][C:22]([F:25])([F:24])[C:20]([OH:26])=[O:21].[NH2:7][CH2:8][C:9]([N:10]([CH3:17])[C:11]1[CH:12]=[CH:13][N:14]=[CH:15][CH:16]=1)=[O:18]. (6) Given the reactants [OH:1][C:2]1[CH:3]=[C:4]2[C:9](=[CH:10][C:11]=1[CH3:12])[N:8]=[CH:7][CH:6]=[CH:5]2.Cl[C:14]1[C:23]2[C:18](=[CH:19][C:20]([O:26][CH3:27])=[C:21]([O:24][CH3:25])[CH:22]=2)[N:17]=[CH:16][CH:15]=1.O, predict the reaction product. The product is: [CH3:25][O:24][C:21]1[CH:22]=[C:23]2[C:18](=[CH:19][C:20]=1[O:26][CH3:27])[N:17]=[CH:16][CH:15]=[C:14]2[O:1][C:2]1[CH:3]=[C:4]2[C:9](=[CH:10][C:11]=1[CH3:12])[N:8]=[CH:7][CH:6]=[CH:5]2. (7) Given the reactants [C@@H:1]1([O:12][C:13]2[C:17]([CH2:18][C:19]3[CH:24]=[CH:23][C:22]([O:25][CH:26]([CH3:28])[CH3:27])=[CH:21][CH:20]=3)=[C:16]([CH3:29])[N:15]([CH:30]([CH3:32])[CH3:31])[N:14]=2)[O:9][C@H:8]([CH2:10][OH:11])[C@@H:6]([OH:7])[C@H:4]([OH:5])[C@H:2]1[OH:3].[C:33](Cl)(=[O:36])[CH2:34][CH3:35].O.C(O)(=O)CC(CC(O)=O)(C(O)=O)O.O, predict the reaction product. The product is: [CH:26]([O:25][C:22]1[CH:23]=[CH:24][C:19]([CH2:18][C:17]2[C:13]([O:12][C@@H:1]3[O:9][C@H:8]([CH2:10][O:11][C:33](=[O:36])[CH2:34][CH3:35])[C@@H:6]([OH:7])[C@H:4]([OH:5])[C@H:2]3[OH:3])=[N:14][N:15]([CH:30]([CH3:32])[CH3:31])[C:16]=2[CH3:29])=[CH:20][CH:21]=1)([CH3:27])[CH3:28]. (8) Given the reactants COC[O:4][C:5]1[C:21]([CH3:22])=[CH:20][C:8](/[CH:9]=[CH:10]/[C:11]2[CH:12]=[C:13]([CH:17]=[CH:18][CH:19]=2)[C:14]([OH:16])=O)=[CH:7][C:6]=1[CH3:23].C(Cl)CCl.O[N:29]1[C:33]2N=CC=[CH:37][C:32]=2N=N1.C(N)CC, predict the reaction product. The product is: [OH:4][C:5]1[C:6]([CH3:23])=[CH:7][C:8](/[CH:9]=[CH:10]/[C:11]2[CH:12]=[C:13]([CH:17]=[CH:18][CH:19]=2)[C:14]([NH:29][CH2:33][CH2:32][CH3:37])=[O:16])=[CH:20][C:21]=1[CH3:22]. (9) Given the reactants [CH2:1]([N:3]([CH2:18][CH3:19])[CH2:4][CH2:5][NH:6][C:7]([C:9]1[C:13]([CH3:14])=[C:12]([CH:15]=O)[NH:11][C:10]=1[CH3:17])=[O:8])[CH3:2].[F:20][C:21]1[CH:22]=[C:23]2[C:27](=[CH:28][CH:29]=1)[NH:26][C:25](=[O:30])[CH2:24]2.[C:31]([OH:40])(=[O:39])[C@H:32]([C@@H:34]([C:36]([OH:38])=[O:37])[OH:35])[OH:33], predict the reaction product. The product is: [CH3:2][CH2:1][N:3]([CH2:4][CH2:5][NH:6][C:7]([C:9]1[C:13]([CH3:14])=[C:12](/[CH:15]=[C:24]2/[C:23]3[CH:22]=[C:21]([F:20])[CH:29]=[CH:28][C:27]=3[NH:26][C:25]/2=[O:30])[NH:11][C:10]=1[CH3:17])=[O:8])[CH2:18][CH3:19].[C:31]([O-:40])(=[O:39])[C@H:32]([C@@H:34]([C:36]([O-:38])=[O:37])[OH:35])[OH:33].